This data is from Forward reaction prediction with 1.9M reactions from USPTO patents (1976-2016). The task is: Predict the product of the given reaction. (1) Given the reactants [F:1][C:2]1[CH:11]=[C:10]([C:12]2[N:16]=[C:15]([C:17]3[CH:22]=[CH:21][C:20]([C:23]4[CH:28]=[CH:27][CH:26]=[CH:25][C:24]=4[CH3:29])=[C:19]([CH2:30][OH:31])[CH:18]=3)[O:14][N:13]=2)[CH:9]=[CH:8][C:3]=1[C:4]([O:6][CH3:7])=[O:5].CCN(C(C)C)C(C)C.[CH3:41][S:42](Cl)(=[O:44])=[O:43].O, predict the reaction product. The product is: [F:1][C:2]1[CH:11]=[C:10]([C:12]2[N:16]=[C:15]([C:17]3[CH:22]=[CH:21][C:20]([C:23]4[CH:28]=[CH:27][CH:26]=[CH:25][C:24]=4[CH3:29])=[C:19]([CH2:30][O:31][S:42]([CH3:41])(=[O:44])=[O:43])[CH:18]=3)[O:14][N:13]=2)[CH:9]=[CH:8][C:3]=1[C:4]([O:6][CH3:7])=[O:5]. (2) Given the reactants FC(F)(F)C(OC(=O)C(F)(F)F)=O.[N+:14]([O-:17])([O-])=[O:15].[NH4+].[CH3:19][O:20][C:21]([C:23]([NH:25][C:26]1[CH:31]=[CH:30][C:29]([C@H:32]2[CH2:37][CH2:36][C@H:35]([O:38][CH2:39][CH2:40][C:41]([O:43][CH3:44])=[O:42])[CH2:34][CH2:33]2)=[CH:28][CH:27]=1)=[O:24])=[O:22].C(=O)([O-])O.[Na+], predict the reaction product. The product is: [CH3:19][O:20][C:21]([C:23]([NH:25][C:26]1[CH:27]=[CH:28][C:29]([C@H:32]2[CH2:37][CH2:36][C@H:35]([O:38][CH2:39][CH2:40][C:41]([O:43][CH3:44])=[O:42])[CH2:34][CH2:33]2)=[CH:30][C:31]=1[N+:14]([O-:17])=[O:15])=[O:24])=[O:22]. (3) Given the reactants [S:1]1[C:5]2[CH:6]=[CH:7][C:8]([C:10]([O:12][CH3:13])=[O:11])=[CH:9][C:4]=2[CH:3]=[CH:2]1.[Br:14]Br, predict the reaction product. The product is: [Br:14][C:3]1[C:4]2[CH:9]=[C:8]([C:10]([O:12][CH3:13])=[O:11])[CH:7]=[CH:6][C:5]=2[S:1][CH:2]=1. (4) Given the reactants [CH:1]1([C:6]2[NH:14][C:13]3[C:12](=[O:15])[N:11]([CH2:16][CH2:17][CH3:18])[C:10](Cl)=[N:9][C:8]=3[N:7]=2)[CH2:5][CH2:4][CH2:3][CH2:2]1.Cl.[CH3:21][O:22][C:23](=[O:32])[C:24]1[CH:29]=[CH:28][C:27]([CH2:30][NH2:31])=[CH:26][CH:25]=1.C(N(C(C)C)CC)(C)C.O, predict the reaction product. The product is: [CH3:21][O:22][C:23](=[O:32])[C:24]1[CH:29]=[CH:28][C:27]([CH2:30][NH:31][C:10]2[N:11]([CH2:16][CH2:17][CH3:18])[C:12](=[O:15])[C:13]3[NH:14][C:6]([CH:1]4[CH2:5][CH2:4][CH2:3][CH2:2]4)=[N:7][C:8]=3[N:9]=2)=[CH:26][CH:25]=1.